This data is from Experimentally validated miRNA-target interactions with 360,000+ pairs, plus equal number of negative samples. The task is: Binary Classification. Given a miRNA mature sequence and a target amino acid sequence, predict their likelihood of interaction. (1) The protein sequence of the target gene is MSKRPSYAPPPTPAPATQMPSTPGFVGYNPYSHLAYNNYRLGGNPGTNSRVTASSGITIPKPPKPPDKPLMPYMRYSRKVWDQVKASNPDLKLWEIGKIIGGMWRDLTDEEKQEYLNEYEAEKIEYNESMKAYHNSPAYLAYINAKSRAEAALEEESRQRQSRMEKGEPYMSIQPAEDPDDYDDGFSMKHTATARFQRNHRLISEILSESVVPDVRSVVTTARMQVLKRQVQSLMVHQRKLEAELLQIEERHQEKKRKFLESTDSFNNELKRLCGLKVEVDMEKIAAEIAQAEEQARKRQ.... Result: 0 (no interaction). The miRNA is hsa-miR-372-5p with sequence CCUCAAAUGUGGAGCACUAUUCU. (2) The miRNA is mmu-miR-20a-5p with sequence UAAAGUGCUUAUAGUGCAGGUAG. The protein sequence of the target gene is MLRSGPASGPSVPTGRAMPSRRVARPPAAPELGALGSPDLSSLSLAVSRSTDELEIIDEYIKENGFGLDGGQPGPGEGLPRLVSRGAASLSTVTLGPVAPPATPPPWGCPLGRLVSPAPGPGPQPHLVITEQPKQRGMRFRYECEGRSAGSILGESSTEASKTLPAIELRDCGGLREVEVTACLVWKDWPHRVHPHSLVGKDCTDGICRVRLRPHVSPRHSFNNLGIQCVRKKEIEAAIERKIQLGIDPYNAGSLKNHQEVDMNVVRICFQASYRDQQGQMRRMDPVLSEPVYDKKSTNT.... Result: 0 (no interaction). (3) The miRNA is hsa-miR-1324 with sequence CCAGACAGAAUUCUAUGCACUUUC. Result: 0 (no interaction). The protein sequence of the target gene is MAVTITLKTLQQQTFKIRMEPDETVKVLKEKIEAEKGRDAFPVAGQKLIYAGKILSDDVPIKEYHIDEKNFVVVMVTKAKAGQGIPAPPEASPTAVPEPSTPFPPVLASGMSHPPPTSREDKSPSEESTTTTSPESISGSVPSSGSSGREEDAASTLVTGSEYETMLTEIMSMGYERERVVAALRASYNNPHRAVEYLLTGIPGSPEPEHGSVQESQAPEQPATEAAGENPLEFLRDQPQFQNMRQVIQQNPALLPALLQQLGQENPQLLQQISRHQEQFIQMLNEPPGELADISDVEGE.... (4) The miRNA is hsa-miR-9-5p with sequence UCUUUGGUUAUCUAGCUGUAUGA. The protein sequence of the target gene is MSSLGGGSQDAGGSSSSSTNGSGGSGSSGPKAGAADKSAVVAAAAPASVADDTPPPERRNKSGIISEPLNKSLRRSRPLSHYSSFGSSGGSGGGSMMGGESADKATAAAAAASLLANGHDLAAAMAVDKSNPTSKHKSGAVASLLSKAERATELAAEGQLTLQQFAQSTEMLKRVVQEHLPLMSEAGAGLPDMEAVAGAEALNGQSDFPYLGAFPINPGLFIMTPAGVFLAESALHMAGLAEYPMQGELASAISSGKKKRKRCGMCAPCRRRINCEQCSSCRNRKTGHQICKFRKCEELK.... Result: 1 (interaction). (5) The miRNA is hsa-miR-4793-3p with sequence UCUGCACUGUGAGUUGGCUGGCU. The protein sequence of the target gene is MAGLNCGVSIALLGVLLLGAARLPRGAEAFEIALPRESNITVLIKLGTPTLLAKPCYIVISKRHITMLSIKSGERIVFTFSCQSPENHFVIEIQKNIDCMSGPCPFGEVQLQPSTSLLPTLNRTFIWDVKAHKSIGLELQFSIPRLRQIGPGESCPDGVTHSISGRIDATVVRIGTFCSNGTVSRIKMQEGVKMALHLPWFHPRNVSGFSIANRSSIKRLCIIESVFEGEGSATLMSANYPEGFPEDELMTWQFVVPAHLRASVSFLNFNLSNCERKEERVEYYIPGSTTNPEVFKLEDK.... Result: 1 (interaction).